Dataset: Experimentally validated miRNA-target interactions with 360,000+ pairs, plus equal number of negative samples. Task: Binary Classification. Given a miRNA mature sequence and a target amino acid sequence, predict their likelihood of interaction. (1) The protein sequence of the target gene is MPNIKIFSGSSHQDLSQKIADRLGLELGKVVTKKFSNQETCVEIDESVRGEDVYIVQSGCGEINDSLMELLIMINACKIASASRVTAVIPCFPYARQDKKDKSRSPISAKLVANMLSIAGADHIITMDLHASQIQGFFDIPVDNLYAEPTVLKWIRENIPEWKNCIIVSPDAGGAKRVTSIADQLNVDFALIHKERKKANEVDCIVLVGDVNDRVAILVDDMADTCVTICLAADKLLSAGATRVYAILTHGIFSGPAISRINTACFEAVVVTNTIPQDEKMKHCSKIRVIDISMILAEAI.... Result: 0 (no interaction). The miRNA is mmu-miR-681 with sequence CAGCCUCGCUGGCAGGCAGCU. (2) The miRNA is hsa-miR-4720-5p with sequence CCUGGCAUAUUUGGUAUAACUU. The protein sequence of the target gene is MSEGDSVGESVHGKPSVVYRFFTRLGQIYQSWLDKSTPYTAVRWVVTLGLSFVYMIRVYLLQGWYIVTYALGIYHLNLFIAFLSPKVDPSLMEDSDDGPSLPTKQNEEFRPFIRRLPEFKFWHAATKGILVAMVCTFFDAFNVPVFWPILVMYFIMLFCITMKRQIKHMIKYRYIPFTHGKRRYRGKEDAGKAFAS. Result: 1 (interaction). (3) The miRNA is hsa-miR-3689a-3p with sequence CUGGGAGGUGUGAUAUCGUGGU. The protein sequence of the target gene is MAEAVKPQRRAKAKASRTKTKEKKKYETPQREESSEVSLPKTSREQEIPSLACEFKGDHLKVVTDSQLQDDASGQNESEMFDVPLTSLTISNEESLTCNTEPPKEGGEARPCVGDSAVTPKVHPGDNVGTKVETPKNFTEVEENMSVQGGLSESAPQSNFSYTQPAMENIQVRETQNSKEDKQGLVCSSEVPQNVGLQSSCPAKHGFQTPRVKKLYPQLPAEIAGEAPALVAVKPLLRSERLYPELPSQLELVPFTKEQLKILEPGSWLENVESYLEEFDSMAHQDRHEFYELLLNYSRC.... Result: 1 (interaction).